From a dataset of Full USPTO retrosynthesis dataset with 1.9M reactions from patents (1976-2016). Predict the reactants needed to synthesize the given product. (1) Given the product [Cl:19][C:4]1[CH:3]=[C:2]([NH:1][C:60](=[O:61])[C:56]2[CH:57]=[CH:58][CH:59]=[C:54]([F:53])[N:55]=2)[CH:7]=[CH:6][C:5]=1[N:8]1[C:16](=[O:17])[CH:11]2[CH2:12][CH2:13][CH2:14][CH2:15][N:10]2[C:9]1=[O:18], predict the reactants needed to synthesize it. The reactants are: [NH2:1][C:2]1[CH:7]=[CH:6][C:5]([N:8]2[C:16](=[O:17])[CH:11]3[CH2:12][CH2:13][CH2:14][CH2:15][N:10]3[C:9]2=[O:18])=[C:4]([Cl:19])[CH:3]=1.CN(C(ON1N=NC2C=CC=NC1=2)=[N+](C)C)C.F[P-](F)(F)(F)(F)F.CCN(C(C)C)C(C)C.[F:53][C:54]1[CH:59]=[CH:58][CH:57]=[C:56]([C:60](O)=[O:61])[N:55]=1. (2) Given the product [CH:1]1([N:4]([CH2:5][C:6]2[CH:39]=[CH:38][CH:37]=[C:8]([C:9](=[O:10])[NH:11][C:12]3[S:13][C:14]4[CH2:36][CH2:35][CH2:34][CH2:33][C:15]=4[C:16]=3[C:17](=[O:18])[NH:19][C:20]3[CH:25]=[CH:24][C:23]([CH2:26][C:27]4[CH:28]=[CH:29][N:30]=[CH:31][CH:32]=4)=[CH:22][CH:21]=3)[CH:7]=2)[C:41](=[O:50])[CH2:42][CH2:43][CH2:44][C:45]([O:47][CH2:48][CH3:49])=[O:46])[CH2:2][CH2:3]1, predict the reactants needed to synthesize it. The reactants are: [CH:1]1([NH:4][CH2:5][C:6]2[CH:7]=[C:8]([CH:37]=[CH:38][CH:39]=2)[C:9]([NH:11][C:12]2[S:13][C:14]3[CH2:36][CH2:35][CH2:34][CH2:33][C:15]=3[C:16]=2[C:17]([NH:19][C:20]2[CH:25]=[CH:24][C:23]([CH2:26][C:27]3[CH:32]=[CH:31][N:30]=[CH:29][CH:28]=3)=[CH:22][CH:21]=2)=[O:18])=[O:10])[CH2:3][CH2:2]1.Cl[C:41](=[O:50])[CH2:42][CH2:43][CH2:44][C:45]([O:47][CH2:48][CH3:49])=[O:46]. (3) Given the product [F:1][C:2]([F:8])([F:7])[CH2:3][C:4]([NH:41][NH:40][C:42]([C@H:44]1[CH2:45][CH2:46][C@H:47]([C:50]([O:52][CH3:53])=[O:51])[CH2:48][CH2:49]1)=[O:43])=[O:5], predict the reactants needed to synthesize it. The reactants are: [F:1][C:2]([F:8])([F:7])[CH2:3][C:4](O)=[O:5].CCN=C=NCCCN(C)C.Cl.C1C=CC2N(O)N=NC=2C=1.O.C(N(CC)CC)C.Cl.[NH:40]([C:42]([C@H:44]1[CH2:49][CH2:48][C@H:47]([C:50]([O:52][CH3:53])=[O:51])[CH2:46][CH2:45]1)=[O:43])[NH2:41]. (4) Given the product [CH3:16][C:13]([CH3:14])([S@:11]([NH:10][C@@:8]([C:3]1[CH:4]=[CH:5][CH:6]=[CH:7][C:2]=1[F:1])([CH3:9])[C:18]([F:25])([F:24])[C:19]([O:21][CH2:22][CH3:23])=[O:20])=[O:12])[CH3:15], predict the reactants needed to synthesize it. The reactants are: [F:1][C:2]1[CH:7]=[CH:6][CH:5]=[CH:4][C:3]=1[C:8](=[N:10][S@@:11]([C:13]([CH3:16])([CH3:15])[CH3:14])=[O:12])[CH3:9].Br[C:18]([F:25])([F:24])[C:19]([O:21][CH2:22][CH3:23])=[O:20].C([Zn]CC)C. (5) Given the product [CH3:1][C:2]1[C:3]([C:9]([CH:11]2[CH2:13][CH2:12]2)=[O:10])=[N:4][CH:5]=[CH:6][C:7]=1[Cl:8], predict the reactants needed to synthesize it. The reactants are: [CH3:1][C:2]1[C:3]([CH:9]([CH:11]2[CH2:13][CH2:12]2)[OH:10])=[N:4][CH:5]=[CH:6][C:7]=1[Cl:8]. (6) Given the product [O-:4][S:2]([C:5]([F:8])([F:7])[F:6])(=[O:3])=[O:1].[CH3:9][N:10]([CH3:23])[C:11]1[CH:12]=[C:13]2[C:18](=[CH:19][CH:20]=1)[N+:17]([CH3:21])=[C:16](/[CH:22]=[CH:30]/[C:29]1[CH:28]=[C:27]([CH3:32])[N:26]([C:33]3[CH:34]=[N:35][CH:36]=[CH:37][CH:38]=3)[C:25]=1[CH3:24])[CH:15]=[CH:14]2, predict the reactants needed to synthesize it. The reactants are: [O-:1][S:2]([C:5]([F:8])([F:7])[F:6])(=[O:4])=[O:3].[CH3:9][N:10]([CH3:23])[C:11]1[CH:12]=[C:13]2[C:18](=[CH:19][CH:20]=1)[N+:17]([CH3:21])=[C:16]([CH3:22])[CH:15]=[CH:14]2.[CH3:24][C:25]1[N:26]([C:33]2[CH:34]=[N:35][CH:36]=[CH:37][CH:38]=2)[C:27]([CH3:32])=[CH:28][C:29]=1[CH:30]=O. (7) Given the product [O:26]1[CH2:27][CH2:28][O:29][C:24]2[CH:23]=[C:22]([NH:20][C:21]3[N:7]4[C:2]([F:1])=[CH:3][CH:4]=[CH:5][C:6]4=[N:8][C:12]=3[C:11]3[C:10]([CH3:9])=[CH:17][C:16]([OH:18])=[CH:15][C:14]=3[CH3:19])[CH:31]=[CH:30][C:25]1=2, predict the reactants needed to synthesize it. The reactants are: [F:1][C:2]1[N:7]=[C:6]([NH2:8])[CH:5]=[CH:4][CH:3]=1.[CH3:9][C:10]1[CH:17]=[C:16]([OH:18])[CH:15]=[C:14]([CH3:19])[C:11]=1[CH:12]=O.[N+:20]([C:22]1[CH:31]=[CH:30][C:25]2[O:26][CH2:27][CH2:28][O:29][C:24]=2[CH:23]=1)#[C-:21]. (8) Given the product [CH3:17][C:18]1[CH:23]=[C:22]([CH3:24])[CH:21]=[CH:20][C:19]=1[N:25]1[CH2:26][CH2:27][N:28]([C:11]([C:10]2[CH:9]=[CH:8][C:7]([N:3]3[CH2:4][CH2:5][CH2:6][S:2]3(=[O:1])=[O:16])=[CH:15][CH:14]=2)=[O:13])[CH2:29][CH2:30]1, predict the reactants needed to synthesize it. The reactants are: [O:1]=[S:2]1(=[O:16])[CH2:6][CH2:5][CH2:4][N:3]1[C:7]1[CH:15]=[CH:14][C:10]([C:11]([OH:13])=O)=[CH:9][CH:8]=1.[CH3:17][C:18]1[CH:23]=[C:22]([CH3:24])[CH:21]=[CH:20][C:19]=1[N:25]1[CH2:30][CH2:29][NH:28][CH2:27][CH2:26]1. (9) Given the product [Br:18][C:15]1[CH:16]=[CH:17][C:12]([C:10]([C:8]2[CH:9]=[C:4]([N:1]3[CH:24]=[C:23]([CH2:22][CH2:21][OH:25])[N:3]=[N:2]3)[CH:5]=[CH:6][C:7]=2[CH3:20])=[O:11])=[C:13]([CH3:19])[CH:14]=1, predict the reactants needed to synthesize it. The reactants are: [N:1]([C:4]1[CH:5]=[CH:6][C:7]([CH3:20])=[C:8]([C:10]([C:12]2[CH:17]=[CH:16][C:15]([Br:18])=[CH:14][C:13]=2[CH3:19])=[O:11])[CH:9]=1)=[N+:2]=[N-:3].[CH2:21]([OH:25])[CH2:22][C:23]#[CH:24].O=C1O[C@H]([C@H](CO)O)C([O-])=C1O.[Na+].CCOC(C)=O.O.